Dataset: Peptide-MHC class I binding affinity with 185,985 pairs from IEDB/IMGT. Task: Regression. Given a peptide amino acid sequence and an MHC pseudo amino acid sequence, predict their binding affinity value. This is MHC class I binding data. (1) The peptide sequence is RQLESRLGY. The MHC is HLA-B35:01 with pseudo-sequence HLA-B35:01. The binding affinity (normalized) is 0.0847. (2) The peptide sequence is GEKKKLRPKW. The MHC is HLA-B44:03 with pseudo-sequence HLA-B44:03. The binding affinity (normalized) is 0.142. (3) The peptide sequence is MLVGHMPFM. The MHC is HLA-B45:06 with pseudo-sequence HLA-B45:06. The binding affinity (normalized) is 0.213. (4) The peptide sequence is IGRGKNHAR. The binding affinity (normalized) is 0.0847. The MHC is HLA-B48:01 with pseudo-sequence HLA-B48:01.